This data is from Catalyst prediction with 721,799 reactions and 888 catalyst types from USPTO. The task is: Predict which catalyst facilitates the given reaction. Product: [Br:8][C:6]1[CH:5]=[N:4][CH:3]=[C:2]([N:23]2[N:24]=[CH:25][CH:26]=[N:22]2)[CH:7]=1.[Br:1][C:2]1[CH:3]=[N:4][CH:5]=[C:6]([N:22]2[CH:26]=[CH:25][N:24]=[N:23]2)[CH:7]=1. Reactant: [Br:1][C:2]1[CH:3]=[N:4][CH:5]=[C:6]([Br:8])[CH:7]=1.C(=O)([O-])[O-].[Cs+].[Cs+].CN1CCCC1=O.[NH:22]1[CH:26]=[CH:25][N:24]=[N:23]1. The catalyst class is: 84.